This data is from Reaction yield outcomes from USPTO patents with 853,638 reactions. The task is: Predict the reaction yield, written as a fraction of the theoretical maximum amount of product (1.0 means a 100% yield; for example, 0.34 means a 34% yield). (1) The reactants are [F:1][C:2]([F:17])([C:6]1[CH:11]=[CH:10][C:9]([O:12][CH:13]([CH3:15])[CH3:14])=[CH:8][C:7]=1[CH3:16])[C:3]([OH:5])=O.P(Cl)(Cl)(Cl)=O.Cl.[NH2:24][CH2:25][C:26]1[CH:27]=[C:28]2[C:32](=[CH:33][CH:34]=1)[C:31](=[O:35])[N:30]([CH:36]1[CH2:41][CH2:40][C:39](=[O:42])[NH:38][C:37]1=[O:43])[CH2:29]2.C(=O)(O)[O-].[Na+]. The catalyst is N1C=CC=CC=1. The product is [O:43]=[C:37]1[CH:36]([N:30]2[CH2:29][C:28]3[C:32](=[CH:33][CH:34]=[C:26]([CH2:25][NH:24][C:3](=[O:5])[C:2]([F:1])([F:17])[C:6]4[CH:11]=[CH:10][C:9]([O:12][CH:13]([CH3:15])[CH3:14])=[CH:8][C:7]=4[CH3:16])[CH:27]=3)[C:31]2=[O:35])[CH2:41][CH2:40][C:39](=[O:42])[NH:38]1. The yield is 0.160. (2) The product is [Br:1][C:2]1[CH:7]=[C:6]2[C:5](=[CH:4][CH:3]=1)[O:18][C:19]([CH2:20][CH2:21][CH3:22])=[C:9]([C:10]1[CH:15]=[CH:14][C:13]([F:16])=[CH:12][CH:11]=1)[C:8]2=[O:17]. The yield is 0.710. The catalyst is C(N(CC)CC)C. The reactants are [Br:1][C:2]1[CH:3]=[CH:4][C:5]([OH:18])=[C:6]([C:8](=[O:17])[CH2:9][C:10]2[CH:15]=[CH:14][C:13]([F:16])=[CH:12][CH:11]=2)[CH:7]=1.[C:19](O[C:19](=O)[CH2:20][CH2:21][CH3:22])(=O)[CH2:20][CH2:21][CH3:22].Cl. (3) The reactants are [CH2:1]([C:8]1[NH:12][N:11]=[C:10]([C:13]([O:15][CH2:16][CH3:17])=[O:14])[N:9]=1)[C:2]1[CH:7]=[CH:6][CH:5]=[CH:4][CH:3]=1.Cl[C:19]1[N:24]=[CH:23][C:22]([S:25]([NH2:28])(=[O:27])=[O:26])=[CH:21][CH:20]=1.CC(C)([O-])C.[K+]. The catalyst is CS(C)=O.O.Cl. The product is [NH2:28][S:25]([C:22]1[CH:21]=[CH:20][C:19]([N:12]2[C:8]([CH2:1][C:2]3[CH:7]=[CH:6][CH:5]=[CH:4][CH:3]=3)=[N:9][C:10]([C:13]([O:15][CH2:16][CH3:17])=[O:14])=[N:11]2)=[N:24][CH:23]=1)(=[O:27])=[O:26]. The yield is 0.440. (4) The catalyst is C1COCC1. The yield is 0.930. The product is [CH3:20][O:21][CH2:22][CH2:23][CH2:24][CH2:25][C:4]([CH:6]1[O:11][CH2:10][CH2:9][N:8]([C:12]([O:14][C:15]([CH3:16])([CH3:17])[CH3:18])=[O:13])[CH2:7]1)=[O:5]. The reactants are CON(C)[C:4]([CH:6]1[O:11][CH2:10][CH2:9][N:8]([C:12]([O:14][C:15]([CH3:18])([CH3:17])[CH3:16])=[O:13])[CH2:7]1)=[O:5].[CH3:20][O:21][CH2:22][CH2:23][CH2:24][CH2:25][Mg]Cl. (5) The reactants are [OH:1][CH:2]1[CH2:5][N:4]([CH:6]=[O:7])[CH2:3]1.I[C:9]1[CH:14]=[CH:13][C:12]([O:15][CH3:16])=[CH:11][CH:10]=1.C([O-])([O-])=O.[Cs+].[Cs+].[N:23]1[C:36]2C(=CC=[C:30]3[C:35]=2[N:34]=[CH:33][CH:32]=[CH:31]3)[CH:26]=[CH:25][CH:24]=1. The catalyst is C1(C)C=CC=CC=1.[Cu]I. The product is [CH:33]1([N:34]2[CH2:26][CH2:25][CH2:24][N:23]([C:6]([N:4]3[CH2:5][CH:2]([O:1][C:9]4[CH:14]=[CH:13][C:12]([O:15][CH3:16])=[CH:11][CH:10]=4)[CH2:3]3)=[O:7])[CH2:36][CH2:35]2)[CH2:32][CH2:31][CH2:30]1. The yield is 0.390.